Dataset: M1 muscarinic receptor antagonist screen with 61,756 compounds. Task: Binary Classification. Given a drug SMILES string, predict its activity (active/inactive) in a high-throughput screening assay against a specified biological target. (1) The compound is O=C1N(C(=O)CC1Cc1ccc(cc1)C)c1noc(c1)C. The result is 0 (inactive). (2) The molecule is Fc1ccc(CNC(=O)c2c(n(CCCN3CCOCC3)c3nc4n(c(=O)c3c2)cccc4)=N)cc1. The result is 0 (inactive). (3) The compound is N1(C(N=C(N=C1N)N)(C)C)c1c(cc(cc1)C)C. The result is 0 (inactive). (4) The molecule is S(=O)(=O)(N(Cc1ccc(F)cc1)Cc1oc(nn1)c1sccc1)c1cc2OCCOc2cc1. The result is 0 (inactive). (5) The compound is OC1=C(C(N(C1=O)c1ccccc1)c1ccccc1)CC(O)=O. The result is 0 (inactive).